Predict the product of the given reaction. From a dataset of Forward reaction prediction with 1.9M reactions from USPTO patents (1976-2016). Given the reactants [OH:1][C:2]1[CH:3]=[C:4]([C:9]2[N:13]=[C:12]([CH2:14][CH2:15][C:16]([OH:18])=[O:17])[O:11][N:10]=2)[CH:5]=[C:6](O)[CH:7]=1.[OH:19]C1C=CC(O)=CC=1C1N=C(CCC(O)=O)ON=1.OC1C=CC=C(O)C=1C1N=C(CCC(O)=O)ON=1.OC1C(C2N=C(CCC(O)=O)ON=2)=C(C)C=C(OC)N=1, predict the reaction product. The product is: [OH:19][C:3]1[C:2]([OH:1])=[CH:7][CH:6]=[CH:5][C:4]=1[C:9]1[N:13]=[C:12]([CH2:14][CH2:15][C:16]([OH:18])=[O:17])[O:11][N:10]=1.